The task is: Predict the product of the given reaction.. This data is from Forward reaction prediction with 1.9M reactions from USPTO patents (1976-2016). (1) Given the reactants C1CN([P+](ON2N=NC3C=CC=CC2=3)(N2CCCC2)N2CCCC2)CC1.F[P-](F)(F)(F)(F)F.[CH3:34][C:35]([O:38][C:39]([N:41]1[C@H:44]([C:45]([OH:47])=[O:46])[CH2:43][CH2:42]1)=[O:40])([CH3:37])[CH3:36].CCN(C(C)C)C(C)C.O[N:58]=[C:59]([NH2:66])[C:60]1[CH:65]=[CH:64][CH:63]=[CH:62][CH:61]=1, predict the reaction product. The product is: [C:59](=[NH:58])([NH:66][O:46][C:45]([C@@H:44]1[CH2:43][CH2:42][N:41]1[C:39]([O:38][C:35]([CH3:34])([CH3:36])[CH3:37])=[O:40])=[O:47])[C:60]1[CH:65]=[CH:64][CH:63]=[CH:62][CH:61]=1. (2) Given the reactants [NH2:1][C:2]1[CH:9]=[CH:8][CH:7]=[C:6]([C:10]2[O:11][CH2:12][CH2:13][CH:14]=2)[C:3]=1[C:4]#[N:5].C([O-])=O.[NH4+].[S:19](Cl)(=[O:22])(=[O:21])[NH2:20], predict the reaction product. The product is: [S:19]([NH:1][C:2]1[CH:9]=[CH:8][CH:7]=[C:6]([CH:10]2[CH2:14][CH2:13][CH2:12][O:11]2)[C:3]=1[C:4]#[N:5])(=[O:22])(=[O:21])[NH2:20]. (3) Given the reactants [CH3:1][O:2][C:3]1[CH:11]=[C:10]([O:12][CH2:13][C:14]([CH2:55][O:56][CH2:57][CH2:58][CH2:59][CH2:60][CH2:61][CH2:62][CH2:63][CH2:64][CH2:65][CH2:66][CH2:67][CH2:68][CH2:69][CH2:70][CH2:71][CH2:72][CH2:73][CH3:74])([CH2:35][O:36][CH2:37][CH2:38][CH2:39][CH2:40][CH2:41][CH2:42][CH2:43][CH2:44][CH2:45][CH2:46][CH2:47][CH2:48][CH2:49][CH2:50][CH2:51][CH2:52][CH2:53][CH3:54])[CH2:15][O:16][CH2:17][CH2:18][CH2:19][CH2:20][CH2:21][CH2:22][CH2:23][CH2:24][CH2:25][CH2:26][CH2:27][CH2:28][CH2:29][CH2:30][CH2:31][CH2:32][CH2:33][CH3:34])[CH:9]=[CH:8][C:4]=1[CH:5]=[N:6]O.Cl, predict the reaction product. The product is: [CH3:1][O:2][C:3]1[CH:11]=[C:10]([O:12][CH2:13][C:14]([CH2:55][O:56][CH2:57][CH2:58][CH2:59][CH2:60][CH2:61][CH2:62][CH2:63][CH2:64][CH2:65][CH2:66][CH2:67][CH2:68][CH2:69][CH2:70][CH2:71][CH2:72][CH2:73][CH3:74])([CH2:35][O:36][CH2:37][CH2:38][CH2:39][CH2:40][CH2:41][CH2:42][CH2:43][CH2:44][CH2:45][CH2:46][CH2:47][CH2:48][CH2:49][CH2:50][CH2:51][CH2:52][CH2:53][CH3:54])[CH2:15][O:16][CH2:17][CH2:18][CH2:19][CH2:20][CH2:21][CH2:22][CH2:23][CH2:24][CH2:25][CH2:26][CH2:27][CH2:28][CH2:29][CH2:30][CH2:31][CH2:32][CH2:33][CH3:34])[CH:9]=[CH:8][C:4]=1[CH2:5][NH2:6]. (4) Given the reactants [H-].[Na+].[Br:3][C:4]1[S:8][C:7]([C:9]2([OH:13])[CH2:12][CH2:11][CH2:10]2)=NC=1.[CH3:14]I.[CH3:16][N:17](C=O)C, predict the reaction product. The product is: [Br:3][C:4]1[S:8][C:7]([C:9]2([O:13][CH3:14])[CH2:10][CH2:11][CH2:12]2)=[CH:16][N:17]=1. (5) Given the reactants [CH:1]1([CH:4]([C:11]2[CH:16]=[C:15]([CH2:17][O:18][C:19]3[CH:20]=[N:21][C:22]([C:30]4[CH:35]=[C:34]([O:36][CH3:37])[CH:33]=[CH:32][C:31]=4[F:38])=[C:23]([CH2:25][C:26]([CH3:29])([CH3:28])[CH3:27])[CH:24]=3)[N:14]=[CH:13][N:12]=2)[CH2:5][C:6]([O:8]CC)=[O:7])[CH2:3][CH2:2]1.[OH-].[Na+].Cl, predict the reaction product. The product is: [CH:1]1([CH:4]([C:11]2[CH:16]=[C:15]([CH2:17][O:18][C:19]3[CH:20]=[N:21][C:22]([C:30]4[CH:35]=[C:34]([O:36][CH3:37])[CH:33]=[CH:32][C:31]=4[F:38])=[C:23]([CH2:25][C:26]([CH3:29])([CH3:27])[CH3:28])[CH:24]=3)[N:14]=[CH:13][N:12]=2)[CH2:5][C:6]([OH:8])=[O:7])[CH2:2][CH2:3]1. (6) Given the reactants [CH3:1][S:2]([C:5]1[CH:6]=[CH:7][C:8]2[O:13][CH2:12][C@H:11]([CH2:14][NH2:15])[O:10][C:9]=2[CH:16]=1)(=[O:4])=[O:3].[F:17][C:18]([F:23])([F:22])[CH2:19][CH2:20]I, predict the reaction product. The product is: [CH3:1][S:2]([C:5]1[CH:6]=[CH:7][C:8]2[O:13][CH2:12][C@H:11]([CH2:14][NH:15][CH2:20][CH2:19][C:18]([F:23])([F:22])[F:17])[O:10][C:9]=2[CH:16]=1)(=[O:3])=[O:4]. (7) Given the reactants [Br:1][C:2]1[CH:10]=[C:9]([Cl:11])[CH:8]=[CH:7][C:3]=1[C:4]([OH:6])=O.[CH:12]1([C:15]2[CH:16]=[C:17]([CH3:27])[C:18]([N:21]3[CH2:26][CH2:25][NH:24][CH2:23][CH2:22]3)=[N:19][CH:20]=2)[CH2:14][CH2:13]1, predict the reaction product. The product is: [Br:1][C:2]1[CH:10]=[C:9]([Cl:11])[CH:8]=[CH:7][C:3]=1[C:4]([N:24]1[CH2:25][CH2:26][N:21]([C:18]2[C:17]([CH3:27])=[CH:16][C:15]([CH:12]3[CH2:13][CH2:14]3)=[CH:20][N:19]=2)[CH2:22][CH2:23]1)=[O:6]. (8) Given the reactants O1CCCC1.[H-].[Al+3].[Li+].[H-].[H-].[H-].[F:12][C:13]([F:30])([F:29])[S:14]([O:17][C:18]1[CH:28]=[CH:27][C:21]([C:22](OCC)=[O:23])=[CH:20][N:19]=1)(=[O:16])=[O:15].[OH-].[Na+], predict the reaction product. The product is: [F:30][C:13]([F:12])([F:29])[S:14]([O:17][C:18]1[CH:28]=[CH:27][C:21]([CH2:22][OH:23])=[CH:20][N:19]=1)(=[O:16])=[O:15].